From a dataset of Full USPTO retrosynthesis dataset with 1.9M reactions from patents (1976-2016). Predict the reactants needed to synthesize the given product. (1) Given the product [Cl:32][C:29]1[CH:28]=[CH:27][C:26]([C:23]2[S:24][CH:25]=[C:21]([CH2:20][N:5]3[C:6]4[C:11](=[C:10]([C:13]([F:14])([F:15])[F:16])[C:9]([C:17]#[N:18])=[CH:8][CH:7]=4)[CH:12]=[C:4]3[CH:1]3[CH2:2][CH2:3]3)[N:22]=2)=[CH:31][CH:30]=1, predict the reactants needed to synthesize it. The reactants are: [CH:1]1([C:4]2[NH:5][C:6]3[C:11]([CH:12]=2)=[C:10]([C:13]([F:16])([F:15])[F:14])[C:9]([C:17]#[N:18])=[CH:8][CH:7]=3)[CH2:3][CH2:2]1.Cl[CH2:20][C:21]1[N:22]=[C:23]([C:26]2[CH:31]=[CH:30][C:29]([Cl:32])=[CH:28][CH:27]=2)[S:24][CH:25]=1. (2) Given the product [CH3:1][O:2][C:3](=[O:16])[C:4]1[CH:9]=[CH:8][C:7]([CH:10]([O:15][C:52]2[CH:53]=[CH:54][C:49]([Br:48])=[C:50]([CH:56]3[O:57][CH2:58][CH2:59][CH2:60][O:61]3)[CH:51]=2)[CH2:11][CH:12]([CH3:14])[CH3:13])=[CH:6][CH:5]=1, predict the reactants needed to synthesize it. The reactants are: [CH3:1][O:2][C:3](=[O:16])[C:4]1[CH:9]=[CH:8][C:7]([CH:10]([OH:15])[CH2:11][CH:12]([CH3:14])[CH3:13])=[CH:6][CH:5]=1.N(C(N1CCCCC1)=O)=NC(N1CCCCC1)=O.C(P(CCCC)CCCC)CCC.[Br:48][C:49]1[CH:54]=[CH:53][C:52](O)=[CH:51][C:50]=1[CH:56]1[O:61][CH2:60][CH2:59][CH2:58][O:57]1. (3) Given the product [CH3:2][C:3]1[CH:8]=[C:7]([C:9]2[CH:14]=[CH:13][C:12]([C:15]([F:18])([F:17])[F:16])=[CH:11][CH:10]=2)[N:6]=[C:5]([C:19]([O:30][CH3:29])=[O:21])[N:4]=1, predict the reactants needed to synthesize it. The reactants are: Cl.[CH3:2][C:3]1[CH:8]=[C:7]([C:9]2[CH:14]=[CH:13][C:12]([C:15]([F:18])([F:17])[F:16])=[CH:11][CH:10]=2)[N:6]=[C:5]([C:19]#N)[N:4]=1.[OH2:21].CC1C=CC([CH2:29][O:30]C(NNC(C2C=NC=CN=2)=O)=O)=CC=1. (4) Given the product [Cl:1][C:2]1[N:7]=[C:6]2[S:8][C:9]([O:14][CH3:13])=[N:10][C:5]2=[CH:4][CH:3]=1, predict the reactants needed to synthesize it. The reactants are: [Cl:1][C:2]1[N:7]=[C:6]2[S:8][C:9](SC)=[N:10][C:5]2=[CH:4][CH:3]=1.[CH3:13][O-:14].[Na+].C(Cl)Cl.CO. (5) Given the product [ClH:1].[Cl:1][C:2]1[C:3]([N:17]2[CH2:22][CH2:21][CH2:20][C@@H:19]([NH:23][CH3:24])[CH2:18]2)=[C:4]2[C:10]([NH:11][C:12]([CH:14]3[CH2:15][CH2:16]3)=[O:13])=[CH:9][NH:8][C:5]2=[N:6][CH:7]=1, predict the reactants needed to synthesize it. The reactants are: [Cl:1][C:2]1[C:3]([N:17]2[CH2:22][CH2:21][CH2:20][C@@H:19]([N:23](C)[C:24](=O)OC(C)(C)C)[CH2:18]2)=[C:4]2[C:10]([NH:11][C:12]([CH:14]3[CH2:16][CH2:15]3)=[O:13])=[CH:9][NH:8][C:5]2=[N:6][CH:7]=1.C(O)(C(F)(F)F)=O. (6) Given the product [OH:10][C:3]([C:4]1[CH:9]=[CH:8][CH:7]=[CH:6][CH:5]=1)([CH2:19][CH2:20][CH2:21][CH3:22])[C@@H:2]([NH:11][C:12](=[O:18])[O:13][C:14]([CH3:17])([CH3:16])[CH3:15])[CH3:1], predict the reactants needed to synthesize it. The reactants are: [CH3:1][C@H:2]([NH:11][C:12](=[O:18])[O:13][C:14]([CH3:17])([CH3:16])[CH3:15])[C:3](=[O:10])[C:4]1[CH:9]=[CH:8][CH:7]=[CH:6][CH:5]=1.[CH2:19]([Mg]Cl)[CH2:20][CH2:21][CH3:22].[Cl-].[NH4+]. (7) Given the product [F:10][C:7]1[CH:6]=[C:5]2[C:4]([CH:3]=[C:2]([C:13]3[CH:18]=[CH:17][CH:16]=[CH:15][CH:14]=3)[NH:11]2)=[CH:9][CH:8]=1, predict the reactants needed to synthesize it. The reactants are: Br[C:2](Br)=[CH:3][C:4]1[CH:9]=[CH:8][C:7]([F:10])=[CH:6][C:5]=1[NH2:11].[C:13]1(B(O)O)[CH:18]=[CH:17][CH:16]=[CH:15][CH:14]=1.[O-]P([O-])([O-])=O.[K+].[K+].[K+].O. (8) Given the product [CH3:1][O:2][C:3]([CH:5]1[CH2:12][CH:11]2[N:13]([C@H:14]([C:16]3[CH:25]=[CH:24][C:23]4[C:18](=[CH:19][CH:20]=[C:21]([O:30][C@H:31]5[CH2:32][CH2:33][C@@H:34]([C:37]([F:39])([F:40])[F:38])[CH2:35][CH2:36]5)[C:22]=4[C:26]([F:27])([F:28])[F:29])[CH:17]=3)[CH3:15])[CH:7]([CH2:8][CH2:9][CH2:10]2)[CH2:6]1)=[O:4], predict the reactants needed to synthesize it. The reactants are: [CH3:1][O:2][C:3]([CH:5]1[CH2:12][CH:11]2[N:13]([CH:14]([C:16]3[CH:25]=[CH:24][C:23]4[C:18](=[CH:19][CH:20]=[C:21]([O:30][CH:31]5[CH2:36][CH2:35][CH:34]([C:37]([F:40])([F:39])[F:38])[CH2:33][CH2:32]5)[C:22]=4[C:26]([F:29])([F:28])[F:27])[CH:17]=3)[CH3:15])[CH:7]([CH2:8][CH2:9][CH2:10]2)[CH2:6]1)=[O:4].C(=O)=O. (9) Given the product [CH:1]1([CH:7]([NH:26][C:27]2[CH:28]=[CH:29][C:30]([C:33]([NH:35][CH2:36][CH2:37][C:38]([OH:40])=[O:39])=[O:34])=[CH:31][CH:32]=2)[C:9]2[C:10]([CH2:24][CH3:25])=[N:11][N:12]([C:14]3[CH:19]=[CH:18][C:17]([C:20]([F:23])([F:22])[F:21])=[CH:16][CH:15]=3)[CH:13]=2)[CH2:6][CH2:5][CH2:4][CH2:3][CH2:2]1, predict the reactants needed to synthesize it. The reactants are: [CH:1]1([CH:7]([C:9]2[C:10]([CH2:24][CH3:25])=[N:11][N:12]([C:14]3[CH:19]=[CH:18][C:17]([C:20]([F:23])([F:22])[F:21])=[CH:16][CH:15]=3)[CH:13]=2)O)[CH2:6][CH2:5][CH2:4][CH2:3][CH2:2]1.[NH2:26][C:27]1[CH:32]=[CH:31][C:30]([C:33]([NH:35][CH2:36][CH2:37][C:38]([O:40]CC)=[O:39])=[O:34])=[CH:29][CH:28]=1.